From a dataset of Reaction yield outcomes from USPTO patents with 853,638 reactions. Predict the reaction yield, written as a fraction of the theoretical maximum amount of product (1.0 means a 100% yield; for example, 0.34 means a 34% yield). (1) The reactants are Br[C:2]1[CH:3]=[C:4]2[C:8](=[CH:9][CH:10]=1)[CH2:7][CH:6]([OH:11])[CH2:5]2.C([O-])(=O)C.[K+].[CH3:17][C:18]1([CH3:34])[C:22]([CH3:24])([CH3:23])[O:21][B:20]([B:20]2[O:21][C:22]([CH3:24])([CH3:23])[C:18]([CH3:34])([CH3:17])[O:19]2)[O:19]1.ClCCl. The catalyst is O1CCOCC1.C1C=CC(P(C2C=CC=CC=2)[C-]2C=CC=C2)=CC=1.C1C=CC(P(C2C=CC=CC=2)[C-]2C=CC=C2)=CC=1.Cl[Pd]Cl.[Fe+2]. The product is [CH3:17][C:18]1([CH3:34])[C:22]([CH3:24])([CH3:23])[O:21][B:20]([C:2]2[CH:3]=[C:4]3[C:8](=[CH:9][CH:10]=2)[CH2:7][CH:6]([OH:11])[CH2:5]3)[O:19]1. The yield is 1.00. (2) The reactants are N1C=CC=CC=1.[CH2:7]([S:9](Cl)(=[O:11])=[O:10])[CH3:8].[CH:13]([C:16]1[NH:17][C:18]([C:34]2[CH:39]=[CH:38][CH:37]=[C:36]([CH3:40])[N:35]=2)=[C:19]([C:21]2[CH:22]=[C:23]([C:27]3[CH:32]=[CH:31][C:30]([NH2:33])=[CH:29][CH:28]=3)[CH:24]=[CH:25][CH:26]=2)[N:20]=1)([CH3:15])[CH3:14].C(=O)(O)[O-].[Na+]. The catalyst is C(Cl)Cl. The product is [CH:13]([C:16]1[NH:17][C:18]([C:34]2[CH:39]=[CH:38][CH:37]=[C:36]([CH3:40])[N:35]=2)=[C:19]([C:21]2[CH:22]=[C:23]([C:27]3[CH:32]=[CH:31][C:30]([NH:33][S:9]([CH2:7][CH3:8])(=[O:11])=[O:10])=[CH:29][CH:28]=3)[CH:24]=[CH:25][CH:26]=2)[N:20]=1)([CH3:15])[CH3:14]. The yield is 0.710. (3) The reactants are [O:1]1[CH2:4][CH:3]([N:5]2[CH2:10][CH2:9][N:8]3[N:11]=[C:12]([NH2:14])[CH:13]=[C:7]3[CH2:6]2)[CH2:2]1.Br[C:16]1[C:17](=[O:24])[N:18]([CH3:23])[N:19]=[C:20]([Cl:22])[CH:21]=1.CC1(C)C2C(=C(P(C3C=CC=CC=3)C3C=CC=CC=3)C=CC=2)OC2C(P(C3C=CC=CC=3)C3C=CC=CC=3)=CC=CC1=2.C(=O)([O-])[O-].[Cs+].[Cs+]. The catalyst is C1C=CC(/C=C/C(/C=C/C2C=CC=CC=2)=O)=CC=1.C1C=CC(/C=C/C(/C=C/C2C=CC=CC=2)=O)=CC=1.C1C=CC(/C=C/C(/C=C/C2C=CC=CC=2)=O)=CC=1.[Pd].[Pd].O1CCOCC1. The product is [Cl:22][C:20]1[CH:21]=[C:16]([NH:14][C:12]2[CH:13]=[C:7]3[CH2:6][N:5]([CH:3]4[CH2:4][O:1][CH2:2]4)[CH2:10][CH2:9][N:8]3[N:11]=2)[C:17](=[O:24])[N:18]([CH3:23])[N:19]=1. The yield is 0.680. (4) The reactants are [O:1]1[CH:5]([CH2:6][NH:7]C(=O)OCC2C=CC=CC=2)[CH2:4][C:3]2[CH:18]=[C:19]3[C:24](=[CH:25][C:2]1=2)[CH2:23][CH2:22][CH2:21][CH2:20]3. The catalyst is [Pd]. The product is [O:1]1[CH:5]([CH2:6][NH2:7])[CH2:4][C:3]2[CH:18]=[C:19]3[C:24](=[CH:25][C:2]1=2)[CH2:23][CH2:22][CH2:21][CH2:20]3. The yield is 0.910. (5) The reactants are [CH3:1][N:2]([C:10]1[CH:15]=[CH:14][C:13]([CH2:16][CH:17]2[CH2:21][CH2:20][N:19]([C@@H:22]([C:24]3[CH:29]=[CH:28][CH:27]=[CH:26][CH:25]=3)[CH3:23])[C:18]2=[O:30])=[CH:12][CH:11]=1)C(=O)OC(C)(C)C.C(OCC)(=O)C.Cl.C(=O)([O-])O.[Na+]. The catalyst is C(OCC)(=O)C. The product is [CH3:1][NH:2][C:10]1[CH:11]=[CH:12][C:13]([CH2:16][CH:17]2[CH2:21][CH2:20][N:19]([C@@H:22]([C:24]3[CH:25]=[CH:26][CH:27]=[CH:28][CH:29]=3)[CH3:23])[C:18]2=[O:30])=[CH:14][CH:15]=1. The yield is 0.790.